This data is from Reaction yield outcomes from USPTO patents with 853,638 reactions. The task is: Predict the reaction yield, written as a fraction of the theoretical maximum amount of product (1.0 means a 100% yield; for example, 0.34 means a 34% yield). (1) The reactants are OCC1CN(C([O-])=O)C1.C1(P(C2C=CC=CC=2)C2C=CC=CC=2)C=CC=CC=1.ClC[CH:31]1[CH2:36][CH2:35][N:34]([C:37]([O:39][C:40]([CH3:43])([CH3:42])[CH3:41])=[O:38])[CH2:33]C1.C(Cl)(Cl)(Cl)[Cl:45]. No catalyst specified. The product is [Cl:45][CH2:31][CH:36]1[CH2:33][N:34]([C:37]([O:39][C:40]([CH3:41])([CH3:42])[CH3:43])=[O:38])[CH2:35]1. The yield is 0.630. (2) The reactants are [NH2:1][C:2]1[CH:7]=[CH:6][CH:5]=[CH:4][CH:3]=1.[C:8](#[N:11])[CH:9]=[CH2:10]. The yield is 0.784. No catalyst specified. The product is [C:2]1([NH:1][CH2:10][CH2:9][C:8]#[N:11])[CH:7]=[CH:6][CH:5]=[CH:4][CH:3]=1. (3) The reactants are [C:1]([C:5]1[CH:23]=[CH:22][C:8]([C:9]([NH:11][C:12]2[N:13]=[C:14]3[CH:19]=[CH:18][C:17](Cl)=[N:16][N:15]3[CH:21]=2)=[O:10])=[CH:7][CH:6]=1)([CH3:4])([CH3:3])[CH3:2].[F:24][C:25]([F:36])([F:35])[C:26]1[CH:27]=[C:28](B(O)O)[CH:29]=[CH:30][CH:31]=1.[C:37](=[O:40])([O-])[O-:38].[K+].[K+].COCCOC. The catalyst is C1C=CC(P(C2C=CC=CC=2)C2C=CC=CC=2)=CC=1.[Pd].O.C(O)C. The product is [F:24][C:25]([F:36])([F:35])[C:37]([OH:38])=[O:40].[C:1]([C:5]1[CH:23]=[CH:22][C:8]([C:9]([NH:11][C:12]2[N:13]=[C:14]3[CH:19]=[CH:18][C:17]([C:30]4[CH:29]=[CH:28][CH:27]=[C:26]([C:25]([F:36])([F:35])[F:24])[CH:31]=4)=[N:16][N:15]3[CH:21]=2)=[O:10])=[CH:7][CH:6]=1)([CH3:4])([CH3:3])[CH3:2]. The yield is 0.170. (4) The reactants are [Br:1][C:2]1[CH:3]=[C:4]([CH:6]=[CH:7][C:8]=1[F:9])[NH2:5].Cl[C:11](Cl)(Cl)[CH:12]([OH:14])O.Cl.[NH2:18][OH:19].S([O-])([O-])(=O)=O.[Na+].[Na+].Cl. The catalyst is O. The product is [Br:1][C:2]1[CH:3]=[C:4]([NH:5][C:12](=[O:14])[CH:11]=[N:18][OH:19])[CH:6]=[CH:7][C:8]=1[F:9]. The yield is 0.610. (5) The reactants are [CH3:1][CH:2]([C:8]([O:10][CH2:11][CH3:12])=[O:9])[C:3]([O:5][CH2:6][CH3:7])=[O:4].[H-].[Na+].[Br:15][C:16]1[CH:21]=[C:20]([N+:22]([O-:24])=[O:23])[CH:19]=[CH:18][C:17]=1F. The catalyst is CN(C=O)C. The product is [Br:15][C:16]1[CH:21]=[C:20]([N+:22]([O-:24])=[O:23])[CH:19]=[CH:18][C:17]=1[C:2]([CH3:1])([C:3]([O:5][CH2:6][CH3:7])=[O:4])[C:8]([O:10][CH2:11][CH3:12])=[O:9]. The yield is 0.990. (6) The reactants are [Br:1][C:2]1[CH:3]=[C:4]2[C:8](=[CH:9][CH:10]=1)[NH:7][C:6](=[O:11])[C:5]12[O:16][CH2:15][CH2:14][CH2:13][O:12]1.[OH-].[CH2:18]([N+:25](C)(C)C)[C:19]1C=CC=C[CH:20]=1.C(#N)C=C. The catalyst is CN(C)C=O. The product is [Br:1][C:2]1[CH:3]=[C:4]2[C:8](=[CH:9][CH:10]=1)[N:7]([CH2:20][CH2:19][C:18]#[N:25])[C:6](=[O:11])[C:5]12[O:16][CH2:15][CH2:14][CH2:13][O:12]1. The yield is 0.710.